Dataset: Reaction yield outcomes from USPTO patents with 853,638 reactions. Task: Predict the reaction yield, written as a fraction of the theoretical maximum amount of product (1.0 means a 100% yield; for example, 0.34 means a 34% yield). The reactants are [CH2:1]([N:5]1[C:14](=[O:15])[C:13]2[NH:12][CH:11]=[N:10][C:9]=2[N:8]([CH2:16][CH2:17][CH2:18][CH3:19])[C:6]1=[O:7])[CH2:2][CH2:3][CH3:4].C1C(=O)N([I:27])C(=O)C1. The catalyst is CN(C=O)C. The product is [CH2:1]([N:5]1[C:14](=[O:15])[C:13]2[NH:12][C:11]([I:27])=[N:10][C:9]=2[N:8]([CH2:16][CH2:17][CH2:18][CH3:19])[C:6]1=[O:7])[CH2:2][CH2:3][CH3:4]. The yield is 0.510.